This data is from Reaction yield outcomes from USPTO patents with 853,638 reactions. The task is: Predict the reaction yield, written as a fraction of the theoretical maximum amount of product (1.0 means a 100% yield; for example, 0.34 means a 34% yield). (1) The reactants are C([O:4][CH2:5][C:6]1[N:11]=[C:10]2[O:12][CH2:13][CH2:14][O:15][C:9]2=[CH:8][CH:7]=1)(=O)C.[OH-].[Na+]. The catalyst is CO. The product is [O:15]1[C:9]2[C:10](=[N:11][C:6]([CH2:5][OH:4])=[CH:7][CH:8]=2)[O:12][CH2:13][CH2:14]1. The yield is 0.800. (2) The reactants are Br[C:2]1[CH:3]=[C:4]([C:11]([NH:13][C:14]2[S:15][CH:16]=[C:17]([CH3:19])[N:18]=2)=[O:12])[C:5]2[N:6]([N:8]=[CH:9][N:10]=2)[CH:7]=1.[CH3:20][C:21]1[C:26](B2OC(C)(C)C(C)(C)O2)=[CH:25][N:24]=[CH:23][N:22]=1.C(Cl)Cl.C(=O)([O-])[O-].[Na+].[Na+]. The catalyst is C1C=CC(P(C2C=CC=CC=2)[C-]2C=CC=C2)=CC=1.C1C=CC(P(C2C=CC=CC=2)[C-]2C=CC=C2)=CC=1.Cl[Pd]Cl.[Fe+2].COCCOC. The product is [CH3:20][C:21]1[C:26]([C:2]2[CH:3]=[C:4]([C:11]([NH:13][C:14]3[S:15][CH:16]=[C:17]([CH3:19])[N:18]=3)=[O:12])[C:5]3[N:6]([N:8]=[CH:9][N:10]=3)[CH:7]=2)=[CH:25][N:24]=[CH:23][N:22]=1. The yield is 0.130. (3) The yield is 0.740. The reactants are [CH3:1][O:2][C:3]([C:5]1[CH:6]=[C:7](B(O)O)[CH:8]=[CH:9][CH:10]=1)=[O:4].Br[C:15]1[CH:20]=[CH:19][CH:18]=[CH:17][N:16]=1.C([O-])([O-])=O.[K+].[K+]. The catalyst is O1CCOCC1.O.C1C=CC(P(C2C=CC=CC=2)[C-]2C=CC=C2)=CC=1.C1C=CC(P(C2C=CC=CC=2)[C-]2C=CC=C2)=CC=1.Cl[Pd]Cl.[Fe+2]. The product is [N:16]1[CH:17]=[CH:18][CH:19]=[CH:20][C:15]=1[C:7]1[CH:6]=[C:5]([CH:10]=[CH:9][CH:8]=1)[C:3]([O:2][CH3:1])=[O:4]. (4) The reactants are Cl[C:2]1[N:6]([CH3:7])[N:5]=[CH:4][C:3]=1[N+:8]([O-:10])=[O:9].[NH:11]1[CH2:17][CH2:16][C:15](=[O:18])[NH:14][CH2:13][CH2:12]1. No catalyst specified. The product is [CH3:7][N:6]1[C:2]([N:11]2[CH2:17][CH2:16][C:15](=[O:18])[NH:14][CH2:13][CH2:12]2)=[C:3]([N+:8]([O-:10])=[O:9])[CH:4]=[N:5]1. The yield is 0.580. (5) The reactants are [ClH:1].Cl.Cl.Cl.[NH2:5][CH2:6][CH2:7][CH2:8][NH:9][CH2:10][CH2:11][CH2:12][CH2:13][NH:14][CH2:15][CH2:16][CH2:17][N:18]1[CH:23]=[CH:22][C:21](=[O:24])[C:20]([O:25]CC2C=CC=CC=2)=[C:19]1[CH3:33]. The catalyst is CO.[Pd]. The product is [ClH:1].[ClH:1].[ClH:1].[ClH:1].[NH2:5][CH2:6][CH2:7][CH2:8][NH:9][CH2:10][CH2:11][CH2:12][CH2:13][NH:14][CH2:15][CH2:16][CH2:17][N:18]1[CH:23]=[CH:22][C:21](=[O:24])[C:20]([OH:25])=[C:19]1[CH3:33]. The yield is 0.760. (6) The reactants are [F:1][C:2]([F:48])([F:47])[C:3]1[CH:4]=[C:5]([CH:40]=[C:41]([C:43]([F:46])([F:45])[F:44])[CH:42]=1)[CH2:6][N:7]([CH2:14][C:15]1[CH:20]=[C:19]([C:21]([F:24])([F:23])[F:22])[CH:18]=[CH:17][C:16]=1[C:25]1([O:38][CH3:39])[CH2:30][CH2:29][N:28](C(OC(C)(C)C)=O)[CH2:27][CH2:26]1)[C:8]1[N:9]=[N:10][N:11]([CH3:13])[N:12]=1.Cl. The catalyst is O1CCOCC1. The product is [CH3:39][O:38][C:25]1([C:16]2[CH:17]=[CH:18][C:19]([C:21]([F:24])([F:22])[F:23])=[CH:20][C:15]=2[CH2:14][N:7]([CH2:6][C:5]2[CH:4]=[C:3]([C:2]([F:1])([F:48])[F:47])[CH:42]=[C:41]([C:43]([F:44])([F:45])[F:46])[CH:40]=2)[C:8]2[N:9]=[N:10][N:11]([CH3:13])[N:12]=2)[CH2:26][CH2:27][NH:28][CH2:29][CH2:30]1. The yield is 0.871.